The task is: Regression. Given two drug SMILES strings and cell line genomic features, predict the synergy score measuring deviation from expected non-interaction effect.. This data is from NCI-60 drug combinations with 297,098 pairs across 59 cell lines. (1) Drug 1: C1=CC(=CC=C1CCCC(=O)O)N(CCCl)CCCl. Drug 2: C1=NNC2=C1C(=O)NC=N2. Cell line: SK-MEL-28. Synergy scores: CSS=13.7, Synergy_ZIP=-0.768, Synergy_Bliss=2.65, Synergy_Loewe=-10.3, Synergy_HSA=-1.25. (2) Drug 1: C1CC2CC3=C(CC1C24CN(S(=O)(=O)N4)CC(F)(F)F)C=CC(=C3)C=CCN5CCC(CC5)C(F)(F)F. Drug 2: C1=CC=C(C=C1)NC(=O)CCCCCCC(=O)NO. Cell line: NCI-H460. Synergy scores: CSS=58.5, Synergy_ZIP=-1.68, Synergy_Bliss=-0.887, Synergy_Loewe=-3.94, Synergy_HSA=2.75. (3) Drug 1: C1=NC2=C(N1)C(=S)N=C(N2)N. Drug 2: CN(C(=O)NC(C=O)C(C(C(CO)O)O)O)N=O. Cell line: SR. Synergy scores: CSS=73.4, Synergy_ZIP=4.68, Synergy_Bliss=5.45, Synergy_Loewe=1.85, Synergy_HSA=7.31. (4) Drug 1: CCC1=CC2CC(C3=C(CN(C2)C1)C4=CC=CC=C4N3)(C5=C(C=C6C(=C5)C78CCN9C7C(C=CC9)(C(C(C8N6C)(C(=O)OC)O)OC(=O)C)CC)OC)C(=O)OC.C(C(C(=O)O)O)(C(=O)O)O. Drug 2: C(CCl)NC(=O)N(CCCl)N=O. Cell line: NCI-H322M. Synergy scores: CSS=16.7, Synergy_ZIP=5.37, Synergy_Bliss=6.71, Synergy_Loewe=-32.6, Synergy_HSA=2.04.